Predict the reactants needed to synthesize the given product. From a dataset of Full USPTO retrosynthesis dataset with 1.9M reactions from patents (1976-2016). (1) Given the product [Br:1][C:2]1[CH:7]=[CH:6][C:5]([C:8]([F:34])([CH3:22])[C:9]([N:10]2[CH2:16][C:15]3([CH3:18])[CH2:17][CH:11]2[CH2:12][C:13]([CH3:20])([CH3:19])[CH2:14]3)=[O:21])=[C:4]([F:24])[CH:3]=1, predict the reactants needed to synthesize it. The reactants are: [Br:1][C:2]1[CH:7]=[CH:6][C:5]([C:8](O)([CH3:22])[C:9](=[O:21])[N:10]2[CH2:16][C:15]3([CH3:18])[CH2:17][CH:11]2[CH2:12][C:13]([CH3:20])([CH3:19])[CH2:14]3)=[C:4]([F:24])[CH:3]=1.C(Cl)Cl.COCCN(CCOC)S(F)(F)[F:34].C(=O)(O)[O-].[Na+]. (2) Given the product [ClH:16].[CH3:15][CH:9]1[CH2:10][C:11](=[O:14])[CH2:12][CH2:13][NH:8]1, predict the reactants needed to synthesize it. The reactants are: C(OC([N:8]1[CH2:13][CH2:12][C:11](=[O:14])[CH2:10][CH:9]1[CH3:15])=O)(C)(C)C.[ClH:16].C(OCC)C. (3) Given the product [Br:8][C:13]1[NH:9][CH:10]=[C:11]([C:14]([O:16][CH3:17])=[O:15])[CH:12]=1, predict the reactants needed to synthesize it. The reactants are: C1C(=O)N([Br:8])C(=O)C1.[NH:9]1[CH:13]=[CH:12][C:11]([C:14]([O:16][CH3:17])=[O:15])=[CH:10]1. (4) The reactants are: C[C:2]1[CH:9]=[C:8]([NH:10][C:11]2[N:16]=[C:15]([NH:17][C:18]3[C:23]([CH3:24])=[CH:22][C:21]([Br:25])=[CH:20][C:19]=3[CH3:26])[C:14]([N+:27]([O-:29])=[O:28])=[C:13]([CH3:30])[N:12]=2)[CH:7]=[CH:6][C:3]=1[C:4]#[N:5].C(O[CH:36](N(C)C)[N:37]([CH3:39])[CH3:38])(C)(C)C. Given the product [Br:25][C:21]1[CH:22]=[C:23]([CH3:24])[C:18]([NH:17][C:15]2[C:14]([N+:27]([O-:29])=[O:28])=[C:13](/[CH:30]=[CH:36]/[N:37]([CH3:39])[CH3:38])[N:12]=[C:11]([NH:10][C:8]3[CH:7]=[CH:6][C:3]([C:4]#[N:5])=[CH:2][CH:9]=3)[N:16]=2)=[C:19]([CH3:26])[CH:20]=1, predict the reactants needed to synthesize it. (5) Given the product [Br:1][C:2]1[CH:7]=[CH:6][C:5]([CH2:8][CH2:9][NH:10][C:20](=[O:21])[C:19]([F:30])([F:29])[F:18])=[CH:4][CH:3]=1, predict the reactants needed to synthesize it. The reactants are: [Br:1][C:2]1[CH:7]=[CH:6][C:5]([CH2:8][CH2:9][NH2:10])=[CH:4][CH:3]=1.C(N(CC)CC)C.[F:18][C:19]([F:30])([F:29])[C:20](O[C:20](=[O:21])[C:19]([F:30])([F:29])[F:18])=[O:21].